Task: Predict the product of the given reaction.. Dataset: Forward reaction prediction with 1.9M reactions from USPTO patents (1976-2016) (1) The product is: [Br:9][C:6]1[CH:7]=[CH:8][C:3]([N:2]([CH3:14])[CH3:1])=[C:4]([CH3:13])[C:5]=1[NH2:10]. Given the reactants [CH3:1][N:2]([CH3:14])[C:3]1[CH:8]=[CH:7][C:6]([Br:9])=[C:5]([N+:10]([O-])=O)[C:4]=1[CH3:13], predict the reaction product. (2) Given the reactants [CH:1]1[C:11]2[CH2:10][C:9]3([CH2:15][CH2:14][CH:13]([N:16]4[CH2:19][CH:18]([C:20]([O:22]C)=[O:21])[CH2:17]4)[CH2:12]3)[C:8]3[CH:24]=[CH:25][CH:26]=[CH:27][C:7]=3[O:6][C:5]=2[CH:4]=[CH:3][CH:2]=1.[OH-].[K+], predict the reaction product. The product is: [CH:20]([OH:22])=[O:21].[CH:1]1[C:11]2[CH2:10][C:9]3([CH2:15][CH2:14][CH:13]([N:16]4[CH2:17][CH:18]([C:20]([OH:22])=[O:21])[CH2:19]4)[CH2:12]3)[C:8]3[CH:24]=[CH:25][CH:26]=[CH:27][C:7]=3[O:6][C:5]=2[CH:4]=[CH:3][CH:2]=1. (3) Given the reactants [OH:1][CH2:2][CH2:3][C:4]1[CH:5]=[C:6]([CH:9]=[CH:10][CH:11]=1)[C:7]#[N:8].Cl[C:13]1[CH:23]=[C:17]2[N:18]([CH3:22])[CH2:19][CH2:20][CH2:21][N:16]2[C:15](=[O:24])[N:14]=1, predict the reaction product. The product is: [CH3:22][N:18]1[CH2:19][CH2:20][CH2:21][N:16]2[C:15](=[O:24])[N:14]=[C:13]([O:1][CH2:2][CH2:3][C:4]3[CH:5]=[C:6]([CH:9]=[CH:10][CH:11]=3)[C:7]#[N:8])[CH:23]=[C:17]12. (4) Given the reactants Br[C:2]1[CH:3]=[C:4]2[C:8](=[CH:9][CH:10]=1)[C:7](=[O:11])[N:6]([CH2:12][CH2:13][OH:14])[CH2:5]2.[Na+].[I-:16].CN[C@@H]1CCCC[C@H]1NC.N, predict the reaction product. The product is: [OH:14][CH2:13][CH2:12][N:6]1[CH2:5][C:4]2[C:8](=[CH:9][CH:10]=[C:2]([I:16])[CH:3]=2)[C:7]1=[O:11]. (5) Given the reactants [F:1][C:2]([F:19])([F:18])[CH2:3][CH:4]1[C:13]2[C:8](=[CH:9][CH:10]=[CH:11][CH:12]=2)[N:7]([CH2:14][C:15]([NH2:17])=O)[CH2:6][CH2:5]1.CSC.B, predict the reaction product. The product is: [F:19][C:2]([F:1])([F:18])[CH2:3][CH:4]1[C:13]2[C:8](=[CH:9][CH:10]=[CH:11][CH:12]=2)[N:7]([CH2:14][CH2:15][NH2:17])[CH2:6][CH2:5]1. (6) Given the reactants [Br:1][C:2]1[CH:3]=[N:4][C:5]2[N:6]([N:8]=[C:9]([C:11]([OH:13])=O)[CH:10]=2)[CH:7]=1.[F:14][C:15]([F:29])([F:28])[C:16]1[CH:17]=[C:18]([C:22]2[CH2:23][CH2:24][NH:25][CH2:26][CH:27]=2)[CH:19]=[CH:20][CH:21]=1, predict the reaction product. The product is: [Br:1][C:2]1[CH:3]=[N:4][C:5]2[N:6]([N:8]=[C:9]([C:11]([N:25]3[CH2:24][CH:23]=[C:22]([C:18]4[CH:19]=[CH:20][CH:21]=[C:16]([C:15]([F:14])([F:28])[F:29])[CH:17]=4)[CH2:27][CH2:26]3)=[O:13])[CH:10]=2)[CH:7]=1.